From a dataset of Peptide-MHC class II binding affinity with 134,281 pairs from IEDB. Regression. Given a peptide amino acid sequence and an MHC pseudo amino acid sequence, predict their binding affinity value. This is MHC class II binding data. (1) The peptide sequence is DYVRMWVQAATVMSA. The MHC is HLA-DPA10201-DPB11401 with pseudo-sequence HLA-DPA10201-DPB11401. The binding affinity (normalized) is 0.685. (2) The peptide sequence is TPTSLLISWGHYPLH. The MHC is HLA-DPA10301-DPB10402 with pseudo-sequence HLA-DPA10301-DPB10402. The binding affinity (normalized) is 0.349.